Task: Predict the product of the given reaction.. Dataset: Forward reaction prediction with 1.9M reactions from USPTO patents (1976-2016) (1) Given the reactants [N+:1]([C:4]1[CH:9]=[CH:8][C:7]([CH2:10][C:11]([OH:13])=O)=[CH:6][CH:5]=1)([O-:3])=[O:2].CN(C)C=O.C(Cl)(=O)C(Cl)=O.[CH3:25][O:26][C:27]1[CH:36]=[CH:35][C:34]([N:37]2[CH2:42][CH2:41][N:40]([CH3:43])[CH2:39][CH2:38]2)=[C:33]2[C:28]=1[CH2:29][CH2:30][NH:31][CH2:32]2, predict the reaction product. The product is: [CH3:25][O:26][C:27]1[CH:36]=[CH:35][C:34]([N:37]2[CH2:38][CH2:39][N:40]([CH3:43])[CH2:41][CH2:42]2)=[C:33]2[C:28]=1[CH2:29][CH2:30][N:31]([C:11](=[O:13])[CH2:10][C:7]1[CH:6]=[CH:5][C:4]([N+:1]([O-:3])=[O:2])=[CH:9][CH:8]=1)[CH2:32]2. (2) Given the reactants Cl[C:2]1[S:3][C:4]2[CH:10]=[C:9]([O:11][CH3:12])[CH:8]=[CH:7][C:5]=2[N:6]=1.[NH:13]1[CH2:18][CH2:17][O:16][CH2:15][CH2:14]1.C(N(CC)CC)C, predict the reaction product. The product is: [CH3:12][O:11][C:9]1[CH:8]=[CH:7][C:5]2[N:6]=[C:2]([N:13]3[CH2:18][CH2:17][O:16][CH2:15][CH2:14]3)[S:3][C:4]=2[CH:10]=1. (3) Given the reactants [NH3:1].CC(O)C.Cl[C:7]([C:34]1[CH:39]=[CH:38][C:37]([I:40])=[CH:36][CH:35]=1)([C:28]1[N:32]([CH3:33])[CH:31]=[N:30][N:29]=1)[C:8]1[CH:9]=[C:10]2[C:15](=[CH:16][CH:17]=1)[N:14]1[N:18]=[N:19][N:20]=[C:13]1[N:12]=[C:11]2[C:21]1[CH:26]=[CH:25][CH:24]=[C:23]([Cl:27])[CH:22]=1, predict the reaction product. The product is: [Cl:27][C:23]1[CH:22]=[C:21]([C:11]2[C:10]3[C:15](=[CH:16][CH:17]=[C:8]([C:7]([C:34]4[CH:35]=[CH:36][C:37]([I:40])=[CH:38][CH:39]=4)([C:28]4[N:32]([CH3:33])[CH:31]=[N:30][N:29]=4)[NH2:1])[CH:9]=3)[N:14]3[N:18]=[N:19][N:20]=[C:13]3[N:12]=2)[CH:26]=[CH:25][CH:24]=1. (4) Given the reactants Br[C:2]1[CH:25]=[C:24]([O:26][C:27]([F:30])([F:29])[F:28])[CH:23]=[CH:22][C:3]=1[O:4][C:5]1[N:9]([CH3:10])[C:8]2[C:11]([CH:17]([CH2:20][CH3:21])[CH2:18][CH3:19])=[CH:12][CH:13]=[C:14]([O:15][CH3:16])[C:7]=2[N:6]=1.[CH3:31][NH:32][CH3:33], predict the reaction product. The product is: [CH2:20]([CH:17]([C:11]1[C:8]2[N:9]([CH3:10])[C:5]([O:4][C:3]3[CH:22]=[CH:23][C:24]([O:26][C:27]([F:29])([F:28])[F:30])=[CH:25][C:2]=3[N:32]([CH3:33])[CH3:31])=[N:6][C:7]=2[C:14]([O:15][CH3:16])=[CH:13][CH:12]=1)[CH2:18][CH3:19])[CH3:21].